Regression/Classification. Given a drug SMILES string, predict its toxicity properties. Task type varies by dataset: regression for continuous values (e.g., LD50, hERG inhibition percentage) or binary classification for toxic/non-toxic outcomes (e.g., AMES mutagenicity, cardiotoxicity, hepatotoxicity). Dataset: clintox. From a dataset of Clinical trial toxicity outcomes and FDA approval status for drugs. (1) The drug is CC(C)(Oc1ccc(C(=O)c2ccc(Cl)cc2)cc1)C(=O)[O-]. The result is 0 (passed clinical trial). (2) The molecule is CCc1ccc(CCOc2ccc(CC3SC(=O)NC3=O)cc2)nc1. The result is 1 (failed clinical trial for toxicity). (3) The molecule is CO[C@@H]1[C@@H](OC(N)=O)[C@@H](O)[C@H](Oc2ccc3c([O-])c(NC(=O)c4ccc(O)c(CC=C(C)C)c4)c(=O)oc3c2C)OC1(C)C. The result is 0 (passed clinical trial). (4) The molecule is COc1cccc([C@@]2(O)CCCC[C@@H]2C[NH+](C)C)c1. The result is 0 (passed clinical trial).